Dataset: Experimentally validated miRNA-target interactions with 360,000+ pairs, plus equal number of negative samples. Task: Binary Classification. Given a miRNA mature sequence and a target amino acid sequence, predict their likelihood of interaction. (1) The protein sequence of the target gene is MAAAAAAAAEQQSSNGPVKKSMREKAVERRSVNKEHNSNFKAGYIPIDEDRLHKTGLRGRKGNLAICVIILLFILAVINLIITLVIWAVIRIGPNGCDSMEFHESGLLRFKQVSDMGVIHPLYKSTVGGRRNENLVITGNNQPIVFQQGTTKLSVENNKTSITSDIGMQFFDPRTQNILFSTDYETHEFHLPSGVKSLNVQKASTERITSNATSDLNIKVDGRAIVRGNEGVFIMGKTIEFHMGGNMELKAENSIILNGSVMVSTTRLPSSSSGDQLGSGDWVRYKLCMCADGTLFKVQV.... The miRNA is hsa-miR-552-3p with sequence AACAGGUGACUGGUUAGACAA. Result: 0 (no interaction). (2) The miRNA is rno-miR-151-5p with sequence UCGAGGAGCUCACAGUCUAGU. The protein sequence of the target gene is METGQRTSRKVRKLGSNRRRQTREPADGEGAAVAPEPESWSSQAAAELQAFFQDCGAKERGFVTREDLAVAKFSFLGSKEESEMIFDWVDVERKGHLSLEEFSSGLKNIFGSSQSPHRLRRRKPLPSKRVSATTSFPALEEADAEEKEAFLAFMEQLGTGHLLPKQMEIWQLWGQLRQEEPQLAGNLAGFLAKMTSRLQEAQADKEALELTLRKRDSDHHREVQQLYEEMEQQIRQEKQQLQAESDSRGLALTSQMQDVLEAKEREVQRLAEGQRELEAQLSHLRSTHQEAASENQQLQE.... Result: 0 (no interaction). (3) The miRNA is hsa-miR-6513-3p with sequence UCAAGUGUCAUCUGUCCCUAG. The protein sequence of the target gene is MPKLLQGVITVIDVFYQYATQHGEYDTLNKAELKELLENEFHQILKNPNDPDTVDIILQSLDRDHNKKVDFTEYLLMIFKLVQARNKIIGKDYCQVSGSKLRDDTHQHQEEQEETEKEENKRQESSFSHSSWSAGENDSYSRNVRGSLKPGTESISRRLSFQRDFSGQHNSYSGQSSSYGEQNSDSHQSSGRGQCGSGSGQSPNYGQHGSGSGQSSSNDTHGSGSGQSSGFSQHKSSSGQSSGYSQHGSGSGHSSGYGQHGSRSGQSSRGERHRSSSGSSSSYGQHGSGSRQSLGHGRQG.... Result: 0 (no interaction). (4) The miRNA is hsa-miR-3121-3p with sequence UAAAUAGAGUAGGCAAAGGACA. The protein sequence of the target gene is MNPASAPPPLPPPGQQVIHVTQDLDTDLEALFNSVMNPKPSSWRKKILPESFFKEPDSGSHSRQSSTDSSGGHPGPRLAGGAQHVRSHSSPASLQLGTGAGAAGSPAQQHAHLRQQSYDVTDELPLPPGWEMTFTATGQRYFLNHIEKITTWQDPRKAMNQPLNHMNLHPAVSSTPVPQRSMAVSQPNLVMNHQHQQQMAPSTLSQQNHPTQNPPAGLMSMPNALTTQQQQQQKLRLQRIQMERERIRMRQEELMRQEAALCRQLPMEAETLAPVQAAVNPPTMTPDMRSITNNSSDPFL.... Result: 1 (interaction). (5) The miRNA is hsa-miR-365b-3p with sequence UAAUGCCCCUAAAAAUCCUUAU. The protein sequence of the target gene is MSQAGDVEGPSTGDPVLSPQHNCELLQNMEGASSMPGLSPDGPGASSGPGVRAGSRRKIPRKEALRGGSSRAAGAAEVRPGVLELLAVVQSRGSMLAPGLHMQLPSVPTQGRALTSKRLQVSLCDILDDSCPRKLCSRSAGLPERALACRERLAGVEEVSCLRPREARDGGMSSPGCDRRSPTLSKEEPPGRPLTSSPDPVPVRVRKKWRRQGAHSECEEGAGDFLWLDQSPRGDNLLSVGDPPQVADLESLGGPCRPPSPKDTGSGPGEPGGSGAGCASGTEKFGYLPATGDGPQPGSP.... Result: 1 (interaction). (6) The miRNA is hsa-miR-6776-3p with sequence CAACCACCACUGUCUCUCCCCAG. The protein sequence of the target gene is MSGQSLTDRITAAQHSVTGSAVSKTVCKATTHEIMGPKKKHLDYLIQCTNEMNVNIPQLADSLFERTTNSSWVVVFKSLITTHHLMVYGNERFIQYLASRNTLFNLSNFLDKSGLQGYDMSTFIRRYSRYLNEKAVSYRQVAFDFTKVKRGADGVMRTMNTEKLLKTVPIIQNQMDALLDFNVNSNELTNGVINAAFMLLFKDAIRLFAAYNEGIINLLEKYFDMKKNQCKEGLDIYKKFLTRMTRISEFLKVAEQVGIDRGDIPDLSQAPSSLLDALEQHLASLEGKKIKDSTAASRAT.... Result: 0 (no interaction). (7) The miRNA is mmu-miR-34b-5p with sequence AGGCAGUGUAAUUAGCUGAUUGU. The protein sequence of the target gene is MDLHTAVYNAAHDGKLPLLQKLLAGRGREELEELLGEVAGGGTPLLIAARRGHLDVVEYLVDHCGASVEASGSVHFDGETIEGAPPLWAASAAGHLAVVRSLLRRGASVNRTTRTNSTPLRAACFDGHLDVVRYLVGEHKADLEVANRHGHTCLMISCYKGHREIARYLLERGAQVNRRSAKGNTALHDCAESGSLEILQLLLGCHARMERDGYGMTPLLAASVTGHTNIVEYLIQEQPGHEQLSGTELPGEGSSQVAGNHCSTPEEAEPYESCCPTSREAAVEALELLGATYVDKKRDL.... Result: 0 (no interaction).